Dataset: Full USPTO retrosynthesis dataset with 1.9M reactions from patents (1976-2016). Task: Predict the reactants needed to synthesize the given product. (1) Given the product [CH2:1]([C:8]1[CH:13]=[CH:12][C:11]([NH:14][C:15]2[C:24]3[C:19](=[CH:20][N:21]=[C:22]([NH:43][CH2:42][CH2:41][N:38]4[CH2:39][CH2:40][N:35]([C:28]([O:30][C:31]([CH3:34])([CH3:33])[CH3:32])=[O:29])[CH2:36][CH2:37]4)[CH:23]=3)[N:18]=[CH:17][C:16]=2[C:26]#[N:27])=[CH:10][CH:9]=1)[C:2]1[CH:7]=[CH:6][CH:5]=[CH:4][CH:3]=1, predict the reactants needed to synthesize it. The reactants are: [CH2:1]([C:8]1[CH:13]=[CH:12][C:11]([NH:14][C:15]2[C:24]3[C:19](=[CH:20][N:21]=[C:22](F)[CH:23]=3)[N:18]=[CH:17][C:16]=2[C:26]#[N:27])=[CH:10][CH:9]=1)[C:2]1[CH:7]=[CH:6][CH:5]=[CH:4][CH:3]=1.[C:28]([N:35]1[CH2:40][CH2:39][N:38]([CH2:41][CH2:42][NH2:43])[CH2:37][CH2:36]1)([O:30][C:31]([CH3:34])([CH3:33])[CH3:32])=[O:29].FC1C=C2C(=NC=1)N=CC=C2.FC1C=CC2C(=NC=CC=2)N=1. (2) Given the product [CH3:1][O:2][C:3]1[CH:4]=[C:5]([CH:8]=[CH:9][CH:10]=1)/[CH:6]=[C:14](\[CH2:15][CH2:16][CH2:17][CH2:18][CH3:19])/[C:12](=[O:11])[CH3:13], predict the reactants needed to synthesize it. The reactants are: [CH3:1][O:2][C:3]1[CH:4]=[C:5]([CH:8]=[CH:9][CH:10]=1)[CH:6]=O.[O:11]=[C:12]([CH:14](P(=O)(OCC)OCC)[CH2:15][CH2:16][CH2:17][CH2:18][CH3:19])[CH3:13]. (3) Given the product [Cl:11][C:10]1[C:5]([C:3](=[O:4])[CH:2]([N:18]2[C:17](=[O:19])[C:16]3=[CH:20][CH:21]=[CH:22][CH:23]=[C:15]3[C:14]2=[O:24])[CH3:13])=[N:6][CH:7]=[C:8]([Cl:12])[CH:9]=1, predict the reactants needed to synthesize it. The reactants are: Br[CH:2]([CH3:13])[C:3]([C:5]1[C:10]([Cl:11])=[CH:9][C:8]([Cl:12])=[CH:7][N:6]=1)=[O:4].[C:14]1(=[O:24])[NH:18][C:17](=[O:19])[C:16]2=[CH:20][CH:21]=[CH:22][CH:23]=[C:15]12.[K].O. (4) Given the product [C:8]([Si:12]([CH3:32])([CH3:33])[O:13][CH2:14][CH2:15][C:16]([CH3:31])([CH3:30])[CH2:17][CH:18]([CH:19]1[C:27]2[C:22](=[CH:23][C:24]([Cl:28])=[CH:25][CH:26]=2)[NH:21][C:20]1=[O:29])[CH2:4][N+:1]([O-:3])=[O:2])([CH3:10])([CH3:9])[CH3:11], predict the reactants needed to synthesize it. The reactants are: [N+:1]([CH3:4])([O-:3])=[O:2].C[O-].[Na+].[C:8]([Si:12]([CH3:33])([CH3:32])[O:13][CH2:14][CH2:15][C:16]([CH3:31])([CH3:30])[CH2:17]/[CH:18]=[C:19]1\[C:20](=[O:29])[NH:21][C:22]2[C:27]\1=[CH:26][CH:25]=[C:24]([Cl:28])[CH:23]=2)([CH3:11])([CH3:10])[CH3:9].C(O)(=O)C. (5) Given the product [C:25]([OH:32])(=[O:31])/[CH:26]=[CH:27]/[C:28]([OH:30])=[O:29].[S:19]1[C:20]2[C:12]([O:11][C@@H:4]([C:5]3[CH:10]=[CH:9][CH:8]=[CH:7][CH:6]=3)[CH2:3][CH2:2][NH:24][CH3:23])=[CH:13][CH:14]=[CH:15][C:16]=2[CH:17]=[C:18]1[C:21]#[N:22], predict the reactants needed to synthesize it. The reactants are: I[CH2:2][CH2:3][C@@H:4]([O:11][C:12]1[C:20]2[S:19][C:18]([C:21]#[N:22])=[CH:17][C:16]=2[CH:15]=[CH:14][CH:13]=1)[C:5]1[CH:10]=[CH:9][CH:8]=[CH:7][CH:6]=1.[CH3:23][NH2:24].[C:25]([OH:32])(=[O:31])/[CH:26]=[CH:27]/[C:28]([OH:30])=[O:29]. (6) The reactants are: [Br:1][CH2:2][CH2:3][CH2:4][CH2:5][CH2:6][CH2:7][CH2:8][CH2:9][O:10][C:11]1[CH:16]=[CH:15][CH:14]=[C:13](C)[CH:12]=1.[CH3:18][O:19]C1C=C(O)C=CC=1.BrCCCCCCCCBr.C([O-])([O-])=O.[K+].[K+]. Given the product [Br:1][CH2:2][CH2:3][CH2:4][CH2:5][CH2:6][CH2:7][CH2:8][CH2:9][O:10][C:11]1[CH:16]=[CH:15][CH:14]=[C:13]([O:19][CH3:18])[CH:12]=1, predict the reactants needed to synthesize it. (7) Given the product [CH3:7][C:8]1[C:9]2[C:41](=[CH:13][C:12](/[CH:3]=[CH:2]/[C:1]([O:5][CH3:6])=[O:4])=[CH:11][CH:10]=2)[NH:38][N:31]=1, predict the reactants needed to synthesize it. The reactants are: [C:1]([O:5][CH3:6])(=[O:4])[CH:2]=[CH2:3].[CH3:7][C:8]1[CH:13]=[CH:12][CH:11]=[CH:10][C:9]=1P([C:9]1[CH:10]=[CH:11][CH:12]=[CH:13][C:8]=1[CH3:7])[C:9]1[CH:10]=[CH:11][CH:12]=[CH:13][C:8]=1[CH3:7].C([N:31](CC)CC)C.O.C[N:38]([CH3:41])C=O.